Dataset: Full USPTO retrosynthesis dataset with 1.9M reactions from patents (1976-2016). Task: Predict the reactants needed to synthesize the given product. (1) Given the product [CH2:9]([O:11][C:12](=[O:22])[C:13]([CH3:14])([C:15]1[CH:16]=[CH:17][C:18]([CH3:21])=[CH:19][CH:20]=1)[CH2:27][CH2:26][CH2:25][CH2:24][Br:23])[CH3:10], predict the reactants needed to synthesize it. The reactants are: [Li+].CC([N-]C(C)C)C.[CH2:9]([O:11][C:12](=[O:22])[CH:13]([C:15]1[CH:20]=[CH:19][C:18]([CH3:21])=[CH:17][CH:16]=1)[CH3:14])[CH3:10].[Br:23][CH2:24][CH2:25][CH2:26][CH2:27]Br.[NH4+].[Cl-]. (2) The reactants are: [NH2:1][C:2]1[CH:7]=[CH:6][CH:5]=[C:4]([CH2:8][CH3:9])[N:3]=1.C(C1C=CN=C(N2[CH2:23][CH2:22][N:21]([C:24]3[CH:29]=[CH:28][C:27]([NH2:30])=[CH:26][CH:25]=3)[CH2:20][CH2:19]2)C=1)C. Given the product [CH2:8]([C:4]1[N:3]=[C:2]([N:1]2[CH2:19][CH2:20][N:21]([C:24]3[CH:25]=[CH:26][C:27]([NH2:30])=[CH:28][CH:29]=3)[CH2:22][CH2:23]2)[CH:7]=[CH:6][CH:5]=1)[CH3:9], predict the reactants needed to synthesize it. (3) Given the product [CH:1]([C:4]1[N:5]=[C:6]2[CH:11]=[C:19]([C:18]([OH:15])=[O:20])[CH:9]=[CH:8][N:7]2[CH:14]=1)([CH3:3])[CH3:2], predict the reactants needed to synthesize it. The reactants are: [CH:1]([C:4]1[N:5]=[C:6]2[CH:11]=C(C#N)[CH:9]=[CH:8][N:7]2[CH:14]=1)([CH3:3])[CH3:2].[OH-:15].[Li+].Cl.[CH2:18]([OH:20])[CH3:19]. (4) Given the product [O:1]=[S:2]1(=[O:16])[C:6]2[CH:7]=[CH:8][CH:9]=[CH:10][C:5]=2[C:4]2[CH:11]=[C:12]([NH:15][C:24]([CH:25]([CH3:27])[CH3:26])=[O:28])[CH:13]=[CH:14][C:3]1=2, predict the reactants needed to synthesize it. The reactants are: [O:1]=[S:2]1(=[O:16])[C:6]2[CH:7]=[CH:8][CH:9]=[CH:10][C:5]=2[C:4]2[CH:11]=[C:12]([NH2:15])[CH:13]=[CH:14][C:3]1=2.C(N(CC)CC)C.[C:24](Cl)(=[O:28])[CH:25]([CH3:27])[CH3:26]. (5) The reactants are: [OH:1][C:2]1[CH:13]=[CH:12][C:5]2[CH2:6][CH2:7][CH2:8][C:9](=[O:11])[NH:10][C:4]=2[CH:3]=1.[N+:14]([O-])([OH:16])=[O:15].O.C(=O)(O)[O-].[Na+]. Given the product [OH:1][C:2]1[C:13]([N+:14]([O-:16])=[O:15])=[CH:12][C:5]2[CH2:6][CH2:7][CH2:8][C:9](=[O:11])[NH:10][C:4]=2[CH:3]=1, predict the reactants needed to synthesize it. (6) Given the product [CH2:1]([O:3][C:4](=[O:15])[CH2:5][CH2:6][C:7]1[CH:12]=[CH:11][C:10]([O:13][CH:17]([C:19]2[C:20]([CH3:35])=[N:21][C:22]([C:25]3[CH:30]=[CH:29][C:28]([C:31]([F:34])([F:32])[F:33])=[CH:27][CH:26]=3)=[CH:23][CH:24]=2)[CH3:18])=[CH:9][C:8]=1[CH3:14])[CH3:2], predict the reactants needed to synthesize it. The reactants are: [CH2:1]([O:3][C:4](=[O:15])[CH2:5][CH2:6][C:7]1[CH:12]=[CH:11][C:10]([OH:13])=[CH:9][C:8]=1[CH3:14])[CH3:2].Cl[CH:17]([C:19]1[C:20]([CH3:35])=[N:21][C:22]([C:25]2[CH:30]=[CH:29][C:28]([C:31]([F:34])([F:33])[F:32])=[CH:27][CH:26]=2)=[CH:23][CH:24]=1)[CH3:18]. (7) Given the product [Cl:1][C:2]1[C:3]([C:9]2[CH:10]=[CH:11][C:12]3[N:16]=[CH:15][N:14]([CH2:17][C:18]4([C:24]#[N:25])[CH2:23][CH2:22][O:21][CH2:20][CH2:19]4)[C:13]=3[CH:26]=2)=[CH:4][C:5]([NH:27][CH2:28][CH2:29][OH:30])=[N:6][CH:7]=1, predict the reactants needed to synthesize it. The reactants are: [Cl:1][C:2]1[C:3]([C:9]2[CH:10]=[CH:11][C:12]3[N:16]=[CH:15][N:14]([CH2:17][C:18]4([C:24]#[N:25])[CH2:23][CH2:22][O:21][CH2:20][CH2:19]4)[C:13]=3[CH:26]=2)=[CH:4][C:5](F)=[N:6][CH:7]=1.[NH2:27][CH2:28][CH2:29][OH:30].C(N(C(C)C)CC)(C)C.